This data is from Peptide-MHC class I binding affinity with 185,985 pairs from IEDB/IMGT. The task is: Regression. Given a peptide amino acid sequence and an MHC pseudo amino acid sequence, predict their binding affinity value. This is MHC class I binding data. (1) The peptide sequence is FSSQLGLFY. The MHC is HLA-B39:01 with pseudo-sequence HLA-B39:01. The binding affinity (normalized) is 0.213. (2) The peptide sequence is ATFEAVLAK. The MHC is HLA-B58:01 with pseudo-sequence HLA-B58:01. The binding affinity (normalized) is 0.0847. (3) The peptide sequence is YRRKLTNPA. The MHC is HLA-A80:01 with pseudo-sequence HLA-A80:01. The binding affinity (normalized) is 0.0847.